Dataset: Reaction yield outcomes from USPTO patents with 853,638 reactions. Task: Predict the reaction yield, written as a fraction of the theoretical maximum amount of product (1.0 means a 100% yield; for example, 0.34 means a 34% yield). The reactants are [F:1][C:2]1[CH:3]=[C:4]([CH:13]=[C:14]([F:16])[CH:15]=1)[C:5]([C:7]1[CH:12]=[CH:11][CH:10]=[CH:9][CH:8]=1)=O.Cl.[NH2:18][OH:19].C(=O)([O-])[O-].[Na+].[Na+]. The catalyst is C(O)C. The product is [F:1][C:2]1[CH:3]=[C:4]([C:5]([C:7]2[CH:12]=[CH:11][CH:10]=[CH:9][CH:8]=2)=[N:18][OH:19])[CH:13]=[C:14]([F:16])[CH:15]=1. The yield is 0.890.